Dataset: Reaction yield outcomes from USPTO patents with 853,638 reactions. Task: Predict the reaction yield, written as a fraction of the theoretical maximum amount of product (1.0 means a 100% yield; for example, 0.34 means a 34% yield). The reactants are [CH3:1][C@H:2]1[CH2:7][NH:6][C@H:5]([CH3:8])[CH2:4][N:3]1[C:9]([O:11][CH2:12][CH3:13])=[O:10].[CH2:14](Br)[CH:15]=[CH2:16].C(=O)([O-])[O-].[Na+].[Na+]. The catalyst is C(#N)C. The product is [CH2:16]([N:6]1[C@H:5]([CH3:8])[CH2:4][N:3]([C:9]([O:11][CH2:12][CH3:13])=[O:10])[C@@H:2]([CH3:1])[CH2:7]1)[CH:15]=[CH2:14]. The yield is 0.810.